From a dataset of Peptide-MHC class II binding affinity with 134,281 pairs from IEDB. Regression. Given a peptide amino acid sequence and an MHC pseudo amino acid sequence, predict their binding affinity value. This is MHC class II binding data. (1) The peptide sequence is GWLQIVDKIDAAFKI. The MHC is DRB1_0401 with pseudo-sequence DRB1_0401. The binding affinity (normalized) is 0.604. (2) The peptide sequence is KAVEAYLVAHPDLYK. The MHC is HLA-DPA10201-DPB10501 with pseudo-sequence HLA-DPA10201-DPB10501. The binding affinity (normalized) is 0.443.